From a dataset of Full USPTO retrosynthesis dataset with 1.9M reactions from patents (1976-2016). Predict the reactants needed to synthesize the given product. (1) Given the product [C:1]([O:5][C:6]([N:8]1[CH2:12][C@@H:11]([NH:13][C:14]([O:16][CH2:17][CH2:18][Si:19]([CH3:20])([CH3:22])[CH3:21])=[O:15])[C@H:10]([CH2:23][OH:24])[CH2:9]1)=[O:7])([CH3:4])([CH3:3])[CH3:2], predict the reactants needed to synthesize it. The reactants are: [C:1]([O:5][C:6]([N:8]1[CH2:12][C@@H:11]([NH:13][C:14]([O:16][CH2:17][CH2:18][Si:19]([CH3:22])([CH3:21])[CH3:20])=[O:15])[C@H:10]([C:23](O)=[O:24])[CH2:9]1)=[O:7])([CH3:4])([CH3:3])[CH3:2].CSC.B.CO. (2) The reactants are: [F:1][C:2]1[CH:9]=[C:8]([C:10]([CH3:16])([CH3:15])[CH2:11][CH2:12][CH2:13][CH3:14])[CH:7]=[CH:6][C:3]=1[CH:4]=[O:5].C(=O)C1C=CC=CC=1.[BH4-].[K+]. Given the product [F:1][C:2]1[CH:9]=[C:8]([C:10]([CH3:15])([CH3:16])[CH2:11][CH2:12][CH2:13][CH3:14])[CH:7]=[CH:6][C:3]=1[CH2:4][OH:5], predict the reactants needed to synthesize it. (3) Given the product [O:39]1[C:35]2[CH:34]=[CH:33][C:32]([C:2]3[CH:7]=[CH:6][C:5]([N:8]4[C:12]([CH2:13][CH:14]5[CH2:17][N:16]([C:18]([CH:20]6[CH2:22][CH2:21]6)=[O:19])[CH2:15]5)=[N:11][NH:10][C:9]4=[O:23])=[CH:4][CH:3]=3)=[CH:40][C:36]=2[CH:37]=[CH:38]1, predict the reactants needed to synthesize it. The reactants are: Br[C:2]1[CH:7]=[CH:6][C:5]([N:8]2[C:12]([CH2:13][CH:14]3[CH2:17][N:16]([C:18]([CH:20]4[CH2:22][CH2:21]4)=[O:19])[CH2:15]3)=[N:11][NH:10][C:9]2=[O:23])=[CH:4][CH:3]=1.CC1(C)C(C)(C)OB([C:32]2[CH:33]=[CH:34][C:35]3[O:39][CH:38]=[CH:37][C:36]=3[CH:40]=2)O1.C(=O)([O-])[O-].[K+].[K+].Cl. (4) Given the product [CH:1]1([N:4]2[C:13]3[C:8](=[C:9]([SH:26])[C:10]([F:25])=[C:11]([NH:15][CH2:16][CH2:17][NH:18][C:19]4[CH:24]=[CH:23][CH:22]=[CH:21][N:20]=4)[C:12]=3[F:14])[C:7](=[O:36])[C:6]([C:37]([OH:39])=[O:38])=[CH:5]2)[CH2:3][CH2:2]1, predict the reactants needed to synthesize it. The reactants are: [CH:1]1([N:4]2[C:13]3[C:8](=[C:9]([S:26]CC4C=CC(OC)=CC=4)[C:10]([F:25])=[C:11]([NH:15][CH2:16][CH2:17][NH:18][C:19]4[CH:24]=[CH:23][CH:22]=[CH:21][N:20]=4)[C:12]=3[F:14])[C:7](=[O:36])[C:6]([C:37]([OH:39])=[O:38])=[CH:5]2)[CH2:3][CH2:2]1.FC(F)(F)C(O)=O. (5) Given the product [C:32]([O:12][C:10]([N:6]1[CH2:5][CH:9]=[C:8]([C:29]2[N:34]=[C:33]([C:35]3[CH:40]=[CH:39][C:38]([O:41][C:42]4[CH:47]=[CH:46][CH:45]=[CH:44][CH:43]=4)=[CH:37][CH:36]=3)[C:32]([C:48](=[O:49])[NH2:50])=[CH:31][N:30]=2)[CH2:7]1)=[O:11])([CH3:48])([CH3:33])[CH3:31], predict the reactants needed to synthesize it. The reactants are: C([C:5]1(B2OC(C)(C)C(C)(C)O2)[CH:9]=[CH:8][CH2:7][N:6]1[C:10]([O-:12])=[O:11])(C)(C)C.C([O-])([O-])=O.[K+].[K+].Cl[C:29]1[N:34]=[C:33]([C:35]2[CH:40]=[CH:39][C:38]([O:41][C:42]3[CH:47]=[CH:46][CH:45]=[CH:44][CH:43]=3)=[CH:37][CH:36]=2)[C:32]([C:48]([NH2:50])=[O:49])=[CH:31][N:30]=1. (6) Given the product [C:1]([O:5][C:6](=[O:18])[CH2:7][CH2:8][CH2:9][N:10]1[CH2:15][CH2:14][N:13]([C:26]2[CH:21]=[CH:22][C:23]([C:31]([F:32])([F:34])[F:33])=[C:24]([C:27]([F:28])([F:30])[F:29])[CH:25]=2)[C@@H:12]([CH3:16])[C:11]1=[O:17])([CH3:2])([CH3:4])[CH3:3], predict the reactants needed to synthesize it. The reactants are: [C:1]([O:5][C:6](=[O:18])[CH2:7][CH2:8][CH2:9][N:10]1[CH2:15][CH2:14][NH:13][C@@H:12]([CH3:16])[C:11]1=[O:17])([CH3:4])([CH3:3])[CH3:2].Cl.I[C:21]1[CH:26]=[CH:25][C:24]([C:27]([F:30])([F:29])[F:28])=[C:23]([C:31]([F:34])([F:33])[F:32])[CH:22]=1.P([O-])([O-])([O-])=O.[K+].[K+].[K+]. (7) Given the product [F:1][C:2]1[CH:7]=[C:6]([C:8]([F:10])([F:9])[F:11])[CH:5]=[CH:4][C:3]=1[C:12]1[C:21]2[CH2:20][CH2:19][CH2:18][CH:17]([CH2:22][C:23]([O:25][CH2:26][CH3:27])=[O:24])[C:16]=2[CH:15]=[N:14][CH:13]=1, predict the reactants needed to synthesize it. The reactants are: [F:1][C:2]1[CH:7]=[C:6]([C:8]([F:11])([F:10])[F:9])[CH:5]=[CH:4][C:3]=1[C:12]1[C:21]2[CH2:20][CH2:19][CH2:18]/[C:17](=[CH:22]\[C:23]([O:25][CH2:26][CH3:27])=[O:24])/[C:16]=2[CH:15]=[N:14][CH:13]=1.FC1C=C(C(F)(F)F)C=CC=1C1C2CCC/C(=C/C(OCC)=O)/C=2C=NC=1. (8) Given the product [NH2:8][C@H:9]([CH2:10][C:11]1[CH:12]=[CH:13][CH:14]=[CH:15][CH:16]=1)[C:17]([NH:50][CH2:49][CH:48]([C:42]1[CH:47]=[CH:46][CH:45]=[CH:44][CH:43]=1)[C:51]1[CH:56]=[CH:55][CH:54]=[CH:53][CH:52]=1)=[O:19], predict the reactants needed to synthesize it. The reactants are: C(OC([NH:8][C@@H:9]([C:17]([OH:19])=O)[CH2:10][C:11]1[CH:16]=[CH:15][CH:14]=[CH:13][CH:12]=1)=O)(C)(C)C.Cl.CN(C)CCCN=C=NCC.ON1C2C=CC=CC=2N=N1.[C:42]1([CH:48]([C:51]2[CH:56]=[CH:55][CH:54]=[CH:53][CH:52]=2)[CH2:49][NH2:50])[CH:47]=[CH:46][CH:45]=[CH:44][CH:43]=1.FC(F)(F)C(O)=O.